Dataset: Full USPTO retrosynthesis dataset with 1.9M reactions from patents (1976-2016). Task: Predict the reactants needed to synthesize the given product. Given the product [CH:2]([C@@H:3]1[CH2:9][C@H:8]2[C@H:6]([CH2:7]2)[CH2:5][N:4]1[C:10]([O:12][CH2:13][C:14]1[CH:19]=[CH:18][CH:17]=[CH:16][CH:15]=1)=[O:11])=[O:1], predict the reactants needed to synthesize it. The reactants are: [OH:1][CH2:2][C@@H:3]1[CH2:9][C@H:8]2[C@H:6]([CH2:7]2)[CH2:5][N:4]1[C:10]([O:12][CH2:13][C:14]1[CH:19]=[CH:18][CH:17]=[CH:16][CH:15]=1)=[O:11].C([O-])(O)=O.[Na+].CC(OI1(OC(C)=O)(OC(C)=O)OC(=O)C2C=CC=CC1=2)=O.C1CCCCC1.CCOC(C)=O.